Dataset: Forward reaction prediction with 1.9M reactions from USPTO patents (1976-2016). Task: Predict the product of the given reaction. The product is: [C:1]([C:4]1[CH:5]=[C:6]([CH:30]=[CH:31][CH:32]=1)[CH2:7][C@H:8]1[CH2:13][C@H:12]2[C@H:14]3[C@H:23]([CH2:24][CH2:25][C@:10]2([CH3:11])[C@H:9]1[OH:29])[C:22]1[C:17](=[CH:18][C:19]([B:26]([OH:27])[OH:28])=[CH:20][CH:21]=1)[CH2:16][CH2:15]3)(=[O:3])[NH2:2]. Given the reactants [C:1]([C:4]1[CH:5]=[C:6]([CH:30]=[CH:31][CH:32]=1)/[CH:7]=[C:8]1/[C@H:9]([OH:29])[C@:10]2([CH2:25][CH2:24][C@H:23]3[C@@H:14]([CH2:15][CH2:16][C:17]4[C:22]3=[CH:21][CH:20]=[C:19]([B:26]([OH:28])[OH:27])[CH:18]=4)[C@@H:12]2[CH2:13]/1)[CH3:11])(=[O:3])[NH2:2], predict the reaction product.